The task is: Predict the reaction yield, written as a fraction of the theoretical maximum amount of product (1.0 means a 100% yield; for example, 0.34 means a 34% yield).. This data is from Reaction yield outcomes from USPTO patents with 853,638 reactions. (1) The reactants are C(O[BH-](OC(=O)C)OC(=O)C)(=O)C.[Na+].[CH:15]12[NH:26][CH:23]([CH2:24][CH2:25]1)[CH2:22][C:21]1[CH:20]=[CH:19][C:18]([NH:27][C:28]3[N:33]=[C:32]([NH:34][C:35]4[CH:44]=[CH:43][CH:42]=[CH:41][C:36]=4[C:37]([NH:39][CH3:40])=[O:38])[C:31]([Cl:45])=[CH:30][N:29]=3)=[CH:17][C:16]2=1.[CH3:46][C:47]([CH3:49])=O.ClC(Cl)C. The catalyst is C(O)(=O)C. The product is [Cl:45][C:31]1[C:32]([NH:34][C:35]2[CH:44]=[CH:43][CH:42]=[CH:41][C:36]=2[C:37]([NH:39][CH3:40])=[O:38])=[N:33][C:28]([NH:27][C:18]2[CH:19]=[CH:20][C:21]3[CH2:22][CH:23]4[N:26]([CH:47]([CH3:49])[CH3:46])[CH:15]([CH2:25][CH2:24]4)[C:16]=3[CH:17]=2)=[N:29][CH:30]=1. The yield is 0.820. (2) The reactants are [CH2:1]([C@H:8]([NH:48]C(=O)OC(C)(C)C)[C@@H:9]([OH:47])[CH2:10][C@H:11]([NH:25][C:26](=[O:46])[C@@H:27]([N:32]1[CH2:36][CH2:35][N:34]([CH2:37][C:38]2[CH:43]=[CH:42][CH:41]=[C:40]([CH3:44])[N:39]=2)[C:33]1=[O:45])[C:28]([CH3:31])([CH3:30])[CH3:29])[CH2:12][C:13]1[CH:18]=[CH:17][C:16]([C:19]2[CH:24]=[CH:23][CH:22]=[CH:21][N:20]=2)=[CH:15][CH:14]=1)[C:2]1[CH:7]=[CH:6][CH:5]=[CH:4][CH:3]=1.FC(F)(F)C(O)=O.[CH3:63][O:64][C:65]([NH:67][C@@H:68]([C:72]([CH3:75])([CH3:74])[CH3:73])[C:69]([OH:71])=O)=[O:66].CCOP(ON1N=NC2C=CC=CC=2C1=O)(OCC)=O.C(N(CC)C(C)C)(C)C. The catalyst is ClCCl.C1COCC1. The product is [CH2:1]([C@H:8]([NH:48][C:69]([C@@H:68]([NH:67][C:65](=[O:66])[O:64][CH3:63])[C:72]([CH3:75])([CH3:74])[CH3:73])=[O:71])[C@@H:9]([OH:47])[CH2:10][C@H:11]([NH:25][C:26](=[O:46])[C@@H:27]([N:32]1[CH2:36][CH2:35][N:34]([CH2:37][C:38]2[CH:43]=[CH:42][CH:41]=[C:40]([CH3:44])[N:39]=2)[C:33]1=[O:45])[C:28]([CH3:31])([CH3:30])[CH3:29])[CH2:12][C:13]1[CH:14]=[CH:15][C:16]([C:19]2[CH:24]=[CH:23][CH:22]=[CH:21][N:20]=2)=[CH:17][CH:18]=1)[C:2]1[CH:3]=[CH:4][CH:5]=[CH:6][CH:7]=1. The yield is 0.480. (3) The reactants are [CH2:1]([S:3]([OH:6])(=[O:5])=[O:4])[CH3:2].[C:7]([C@H:10]1[O:15][CH2:14][C@H:13]([NH:16][C:17]([C@@H:19]2[NH:33][C:32]3([CH2:38][CH2:37][C:36]([CH3:40])([CH3:39])[CH2:35][CH2:34]3)[C@:21]3([C:29]4[C:24](=[CH:25][C:26]([Cl:30])=[CH:27][CH:28]=4)[NH:23][C:22]3=[O:31])[C@H:20]2[C:41]2[CH:46]=[CH:45][N:44]=[C:43]([Cl:47])[C:42]=2[F:48])=[O:18])[CH2:12][CH2:11]1)(=[O:9])[NH2:8]. The catalyst is CC(O)C. The product is [OH2:4].[CH2:1]([S:3]([OH:6])(=[O:5])=[O:4])[CH3:2].[C:7]([C@H:10]1[O:15][CH2:14][C@H:13]([NH:16][C:17]([C@@H:19]2[NH:33][C:32]3([CH2:34][CH2:35][C:36]([CH3:40])([CH3:39])[CH2:37][CH2:38]3)[C@:21]3([C:29]4[C:24](=[CH:25][C:26]([Cl:30])=[CH:27][CH:28]=4)[NH:23][C:22]3=[O:31])[C@H:20]2[C:41]2[CH:46]=[CH:45][N:44]=[C:43]([Cl:47])[C:42]=2[F:48])=[O:18])[CH2:12][CH2:11]1)(=[O:9])[NH2:8]. The yield is 0.820. (4) The catalyst is C(O)CCC. The reactants are Br[C:2]1[C:12]([N+:13]([O-:15])=[O:14])=[CH:11][CH:10]=[CH:9][C:3]=1[C:4]([O:6][CH2:7]C)=[O:5].[C:16]([O:20][C:21]([N:23]1[CH2:28][CH2:27][NH:26][CH2:25][CH2:24]1)=[O:22])([CH3:19])([CH3:18])[CH3:17].C([O-])([O-])=O.[Na+].[Na+]. The product is [C:16]([O:20][C:21]([N:23]1[CH2:28][CH2:27][N:26]([C:2]2[C:12]([N+:13]([O-:15])=[O:14])=[CH:11][CH:10]=[CH:9][C:3]=2[C:4]([O:6][CH3:7])=[O:5])[CH2:25][CH2:24]1)=[O:22])([CH3:19])([CH3:17])[CH3:18]. The yield is 0.720. (5) The reactants are [C:1]([O:4][CH2:5][CH2:6][C:7]1[CH:12]=[CH:11][C:10]2[O:13][CH2:14][O:15][C:9]=2[CH:8]=1)(=[O:3])[CH3:2].[N+:16]([O-])([OH:18])=[O:17].O. The catalyst is C(O)(=O)C. The product is [C:1]([O:4][CH2:5][CH2:6][C:7]1[C:12]([N+:16]([O-:18])=[O:17])=[CH:11][C:10]2[O:13][CH2:14][O:15][C:9]=2[CH:8]=1)(=[O:3])[CH3:2]. The yield is 0.880. (6) The reactants are C(OC([N:8]1[CH2:13][CH2:12][CH:11]([N:14]([C:24]2[CH:28]=[C:27]([C:29]3[CH2:34][CH2:33][CH2:32][CH2:31][CH:30]=3)[S:26][C:25]=2[C:35]([O:37][CH3:38])=[O:36])[C:15]([C@H:17]2[CH2:22][CH2:21][C@H:20]([CH3:23])[CH2:19][CH2:18]2)=[O:16])[CH2:10][CH2:9]1)=O)(C)(C)C. The catalyst is ClCCl.FC(F)(F)C(O)=O. The product is [CH3:38][O:37][C:35]([C:25]1[S:26][C:27]([C:29]2[CH2:34][CH2:33][CH2:32][CH2:31][CH:30]=2)=[CH:28][C:24]=1[N:14]([C:15]([C@H:17]1[CH2:22][CH2:21][C@H:20]([CH3:23])[CH2:19][CH2:18]1)=[O:16])[CH:11]1[CH2:12][CH2:13][NH:8][CH2:9][CH2:10]1)=[O:36]. The yield is 0.800.